The task is: Predict the reactants needed to synthesize the given product.. This data is from Full USPTO retrosynthesis dataset with 1.9M reactions from patents (1976-2016). (1) Given the product [CH3:1][S:2]([O:5][C@H:6]([C@@H:12]1[CH2:11][O:26][C:14]([C:15]2[CH:20]=[CH:19][CH:18]=[C:17]([O:21][C:22](=[O:24])[CH3:23])[C:16]=2[CH3:25])=[N:13]1)[CH2:7][OH:8])(=[O:3])=[O:4], predict the reactants needed to synthesize it. The reactants are: [CH3:1][S:2]([O:5][C@@H:6]1[C@@H:12]([NH:13][C:14](=[O:26])[C:15]2[CH:20]=[CH:19][CH:18]=[C:17]([O:21][C:22](=[O:24])[CH3:23])[C:16]=2[CH3:25])[CH2:11]OC(C)(C)[O:8][CH2:7]1)(=[O:4])=[O:3].C(N(CC)CC)C. (2) Given the product [NH:22]([CH2:23][CH2:24][C:25]([O:27][C:28]([CH3:31])([CH3:30])[CH3:29])=[O:26])[NH:1][CH2:2][CH2:3][C:4]([O:6][C:7]([CH3:10])([CH3:9])[CH3:8])=[O:5], predict the reactants needed to synthesize it. The reactants are: [NH2:1][CH2:2][CH2:3][C:4]([O:6][C:7]([CH3:10])([CH3:9])[CH3:8])=[O:5].S(O[NH:22][CH2:23][CH2:24][C:25]([O:27][C:28]([CH3:31])([CH3:30])[CH3:29])=[O:26])(C1C=CC(C)=CC=1)(=O)=O. (3) Given the product [CH2:35]([O:1][CH2:2][CH2:3][CH:4]1[CH2:15][CH2:14][C:13]2[S:12][C:11]3[N:10]=[CH:9][N:8]=[C:7]([O:16][CH:17]4[CH2:18][CH2:19][CH:20]([N:23]([CH3:31])[C:24](=[O:30])[O:25][C:26]([CH3:28])([CH3:27])[CH3:29])[CH2:21][CH2:22]4)[C:6]=3[C:5]1=2)[CH3:36], predict the reactants needed to synthesize it. The reactants are: [OH:1][CH2:2][CH2:3][CH:4]1[CH2:15][CH2:14][C:13]2[S:12][C:11]3[N:10]=[CH:9][N:8]=[C:7]([O:16][CH:17]4[CH2:22][CH2:21][CH:20]([N:23]([CH3:31])[C:24](=[O:30])[O:25][C:26]([CH3:29])([CH3:28])[CH3:27])[CH2:19][CH2:18]4)[C:6]=3[C:5]1=2.[H-].[Na+].Br[CH2:35][CH3:36].